This data is from Peptide-MHC class I binding affinity with 185,985 pairs from IEDB/IMGT. The task is: Regression. Given a peptide amino acid sequence and an MHC pseudo amino acid sequence, predict their binding affinity value. This is MHC class I binding data. (1) The peptide sequence is FLRGRAYGI. The MHC is Mamu-A2601 with pseudo-sequence Mamu-A2601. The binding affinity (normalized) is 0.135. (2) The peptide sequence is RLSFKELLVY. The MHC is HLA-A30:02 with pseudo-sequence HLA-A30:02. The binding affinity (normalized) is 0.499. (3) The peptide sequence is HDLMMGYAW. The MHC is HLA-B44:03 with pseudo-sequence HLA-B44:03. The binding affinity (normalized) is 0.653. (4) The peptide sequence is RAPHLPPQW. The MHC is HLA-A23:01 with pseudo-sequence HLA-A23:01. The binding affinity (normalized) is 0.0847.